Dataset: Full USPTO retrosynthesis dataset with 1.9M reactions from patents (1976-2016). Task: Predict the reactants needed to synthesize the given product. (1) The reactants are: O.O.O.O.O.O.[N+]([O-])([O-])=O.[Bi+3:11].[N+]([O-])([O-])=O.[N+]([O-])([O-])=O.[CH2:20]([N:31]([CH2:36][C:37]([OH:39])=[O:38])[CH2:32][C:33]([OH:35])=[O:34])[CH2:21][N:22]([CH2:27][C:28]([OH:30])=[O:29])[CH2:23][C:24]([OH:26])=[O:25]. Given the product [Bi:11].[CH2:21]([N:22]([CH2:27][C:28]([OH:30])=[O:29])[CH2:23][C:24]([OH:26])=[O:25])[CH2:20][N:31]([CH2:36][C:37]([OH:39])=[O:38])[CH2:32][C:33]([OH:35])=[O:34], predict the reactants needed to synthesize it. (2) Given the product [N:55]1([C:53]([NH:52][C:51]2[C:45]3[C:46](=[N:47][CH:48]=[C:43]([Br:42])[C:44]=3[N:60]3[CH2:65][CH2:64][CH2:63][C@@H:62]([NH:66][C:67](=[O:73])[O:68][C:69]([CH3:71])([CH3:70])[CH3:72])[CH2:61]3)[NH:49][CH:50]=2)=[O:54])[CH2:59][CH2:58][CH2:56]1, predict the reactants needed to synthesize it. The reactants are: N1(C(N2C=CN=C2)=O)C=CN=C1.NC1C2C(=NC=C(Br)C=2N2CCC[C@@H](NC(=O)OC(C)(C)C)C2)NC=1.N1CCC1.[Br:42][C:43]1[C:44]([N:60]2[CH2:65][CH2:64][CH2:63][C@@H:62]([NH:66][C:67](=[O:73])[O:68][C:69]([CH3:72])([CH3:71])[CH3:70])[CH2:61]2)=[C:45]2[C:51]([NH:52][C:53]([N:55]3[CH:59]=[CH:58]N=[CH:56]3)=[O:54])=[CH:50][NH:49][C:46]2=[N:47][CH:48]=1. (3) The reactants are: [O:1]1[CH2:3][C@@H:2]1[CH2:4][N:5]1[C:13](=[O:14])[C:12]2[C:7](=[CH:8][CH:9]=[CH:10][CH:11]=2)[C:6]1=[O:15].[N:16]([C:19]1[CH:24]=[CH:23][C:22]([N:25]2[CH2:30][CH2:29][O:28][CH2:27][C:26]2=[O:31])=[CH:21][CH:20]=1)=[C:17]=[O:18]. Given the product [O:18]=[C:17]1[N:16]([C:19]2[CH:24]=[CH:23][C:22]([N:25]3[CH2:30][CH2:29][O:28][CH2:27][C:26]3=[O:31])=[CH:21][CH:20]=2)[CH2:3][C@H:2]([CH2:4][N:5]2[C:13](=[O:14])[C:12]3[C:7](=[CH:8][CH:9]=[CH:10][CH:11]=3)[C:6]2=[O:15])[O:1]1, predict the reactants needed to synthesize it. (4) Given the product [F:1][C:2]1[C:3]([C:15]([F:16])([F:17])[F:18])=[CH:4][C:5]([N+:12]([O-:14])=[O:13])=[C:6]([NH2:8])[CH:7]=1, predict the reactants needed to synthesize it. The reactants are: [F:1][C:2]1[C:3]([C:15]([F:18])([F:17])[F:16])=[CH:4][C:5]([N+:12]([O-:14])=[O:13])=[C:6]([NH:8]C(=O)C)[CH:7]=1.C([O-])(O)=O.[Na+]. (5) Given the product [CH3:1][O:2][C:3]([C:5]1[C:6](=[O:17])[S:7][C:8]2[C:13]([C:14]=1[OH:15])=[CH:12][CH:11]=[C:10]([C:22]1[CH:23]=[N:18][CH:19]=[N:20][CH:21]=1)[CH:9]=2)=[O:4], predict the reactants needed to synthesize it. The reactants are: [CH3:1][O:2][C:3]([C:5]1[C:6](=[O:17])[S:7][C:8]2[C:13]([C:14]=1[OH:15])=[CH:12][CH:11]=[C:10](Br)[CH:9]=2)=[O:4].[N:18]1[CH:23]=[C:22](B(O)O)[CH:21]=[N:20][CH:19]=1.C([O-])([O-])=O.[Na+].[Na+]. (6) Given the product [F:26][C:23]1[CH:22]=[CH:21][C:20]([O:19][CH2:18][CH2:17][CH:14]2[CH2:13][CH2:12][NH:11][CH2:16][CH2:15]2)=[CH:25][CH:24]=1, predict the reactants needed to synthesize it. The reactants are: C(OC([N:11]1[CH2:16][CH2:15][CH:14]([CH2:17][CH2:18][O:19][C:20]2[CH:25]=[CH:24][C:23]([F:26])=[CH:22][CH:21]=2)[CH2:13][CH2:12]1)=O)C1C=CC=CC=1.[H][H].